Dataset: Forward reaction prediction with 1.9M reactions from USPTO patents (1976-2016). Task: Predict the product of the given reaction. (1) Given the reactants CCCP(O)(O)=O.CCN(C(C)C)C(C)C.[CH2:17]([O:19][P:20]([CH2:25][C:26]1[CH:31]=[CH:30][C:29]([NH:32][C:33]2[N:38]=[C:37]([NH:39][C:40]3[CH:41]=[CH:42][C:43]([C@@H:51]4[CH2:56][CH2:55][C@H:54]([C:57]([OH:59])=O)[CH2:53][CH2:52]4)=[C:44]4[C:48]=3[C:47](=[O:49])[N:46]([CH3:50])[CH2:45]4)[C:36]([C:60]([F:63])([F:62])[F:61])=[CH:35][N:34]=2)=[C:28]([O:64][CH3:65])[CH:27]=1)([O:22][CH2:23][CH3:24])=[O:21])[CH3:18].Cl.[NH2:67][OH:68], predict the reaction product. The product is: [OH:68][NH:67][C:57]([C@@H:54]1[CH2:55][CH2:56][C@H:51]([C:43]2[CH:42]=[CH:41][C:40]([NH:39][C:37]3[C:36]([C:60]([F:63])([F:61])[F:62])=[CH:35][N:34]=[C:33]([NH:32][C:29]4[CH:30]=[CH:31][C:26]([CH2:25][P:20](=[O:21])([O:19][CH2:17][CH3:18])[O:22][CH2:23][CH3:24])=[CH:27][C:28]=4[O:64][CH3:65])[N:38]=3)=[C:48]3[C:44]=2[CH2:45][N:46]([CH3:50])[C:47]3=[O:49])[CH2:52][CH2:53]1)=[O:59]. (2) Given the reactants [F:1][C:2]([F:19])([CH3:18])[CH2:3][C@H:4]([NH:8][C:9]([N:11]1[CH2:17][CH2:16][CH2:15][O:14][CH2:13][CH2:12]1)=[O:10])[C:5]([OH:7])=O.Cl.[NH2:21][CH:22]([CH2:33][CH3:34])[C@@H:23]([C:25]1[O:29][N:28]=[C:27]([CH:30]2[CH2:32][CH2:31]2)[N:26]=1)[OH:24].C(N(C(C)C)CC)(C)C.Cl.CN(C)CCCN=C=NCC.O.ON1C2C=CC=CC=2N=N1, predict the reaction product. The product is: [CH:30]1([C:27]2[N:26]=[C:25]([CH:23]([OH:24])[C@@H:22]([NH:21][C:5]([C@@H:4]([NH:8][C:9]([N:11]3[CH2:17][CH2:16][CH2:15][O:14][CH2:13][CH2:12]3)=[O:10])[CH2:3][C:2]([F:1])([F:19])[CH3:18])=[O:7])[CH2:33][CH3:34])[O:29][N:28]=2)[CH2:31][CH2:32]1. (3) Given the reactants C[O:2][C:3]([C:5]1[CH:6]=[C:7]([F:36])[CH:8]=[C:9]2[C:14]=1[NH:13][CH:12]([C:15]1[CH:20]=[CH:19][CH:18]=[C:17]([N:21]3[CH2:26][CH2:25][N:24]([C:27]4[CH:32]=[CH:31][CH:30]=[CH:29][C:28]=4[CH3:33])[CH2:23][CH2:22]3)[CH:16]=1)[C:11]([CH3:35])([CH3:34])[CH2:10]2)=[O:4].O.[OH-].[Li+].O.Cl, predict the reaction product. The product is: [F:36][C:7]1[CH:8]=[C:9]2[C:14](=[C:5]([C:3]([OH:4])=[O:2])[CH:6]=1)[NH:13][CH:12]([C:15]1[CH:20]=[CH:19][CH:18]=[C:17]([N:21]3[CH2:22][CH2:23][N:24]([C:27]4[CH:32]=[CH:31][CH:30]=[CH:29][C:28]=4[CH3:33])[CH2:25][CH2:26]3)[CH:16]=1)[C:11]([CH3:35])([CH3:34])[CH2:10]2. (4) The product is: [CH2:24]([NH:26][C:12]([C:10]1[S:11][C:7]([C:6]2[N:2]([CH3:1])[N:3]=[C:4]([C:15]([F:18])([F:17])[F:16])[CH:5]=2)=[CH:8][CH:9]=1)=[O:13])[CH3:25]. Given the reactants [CH3:1][N:2]1[C:6]([C:7]2[S:11][C:10]([C:12](Cl)=[O:13])=[CH:9][CH:8]=2)=[CH:5][C:4]([C:15]([F:18])([F:17])[F:16])=[N:3]1.C1COCC1.[CH2:24]([NH2:26])[CH3:25], predict the reaction product. (5) Given the reactants [C:1]([O:5][C:6]([CH2:8][C@@H:9]1[CH2:12][C@H:11]([C:13](O)=[O:14])[CH2:10]1)=[O:7])([CH3:4])([CH3:3])[CH3:2].B.O1CCCC1.O1CCCC1.Cl, predict the reaction product. The product is: [C:1]([O:5][C:6](=[O:7])[CH2:8][C@H:9]1[CH2:10][C@@H:11]([CH2:13][OH:14])[CH2:12]1)([CH3:2])([CH3:4])[CH3:3]. (6) Given the reactants [C:1]([CH2:4][C:5](=[O:7])[CH3:6])(=[O:3])[CH3:2].[F-].C([N+](CCCC)(CCCC)CCCC)CCC.Br[CH2:27][C:28]1[C:36]2[O:35][CH2:34][C:33](=[O:37])[C:32]=2[CH:31]=[CH:30][C:29]=1[O:38][CH3:39], predict the reaction product. The product is: [CH3:39][O:38][C:29]1[CH:30]=[CH:31][C:32]2[C:33](=[O:37])[CH2:34][O:35][C:36]=2[C:28]=1[CH2:27][CH:4]([C:5](=[O:7])[CH3:6])[C:1](=[O:3])[CH3:2]. (7) Given the reactants O.[SH-].[Na+].[CH3:4][C:5]1([CH3:15])[O:9][N:8]=[C:7]([S:10]([CH2:13][CH3:14])(=O)=O)[CH2:6]1.C(=O)([O-])[O-].[K+].[K+].C(S([O-])=O)O.[Na+].ClCC1[C:31]([O:40][CH3:41])=[N:32][N:33]([CH3:39])[C:34]=1[C:35]([F:38])([F:37])[F:36], predict the reaction product. The product is: [CH3:4][C:5]1([CH3:15])[O:9][N:8]=[C:7]([S:10][CH2:13][C:14]2[C:31]([O:40][CH3:41])=[N:32][N:33]([CH3:39])[C:34]=2[C:35]([F:38])([F:36])[F:37])[CH2:6]1.